Dataset: Forward reaction prediction with 1.9M reactions from USPTO patents (1976-2016). Task: Predict the product of the given reaction. (1) The product is: [F:16][C:13]1[CH:12]=[CH:11][C:10]([C:8]2[CH:7]=[N:6][N:5]([CH2:1][CH2:2][C:3]#[C:4][C:18]3[CH:19]=[CH:20][CH:21]=[CH:22][N:17]=3)[CH:9]=2)=[CH:15][CH:14]=1. Given the reactants [CH2:1]([N:5]1[CH:9]=[C:8]([C:10]2[CH:15]=[CH:14][C:13]([F:16])=[CH:12][CH:11]=2)[CH:7]=[N:6]1)[CH2:2][C:3]#[CH:4].[N:17]1[CH:22]=[CH:21][CH:20]=[CH:19][CH:18]=1, predict the reaction product. (2) Given the reactants [Si:1]([O:8][C@H:9]1[CH2:18][C:17]([CH3:20])([CH3:19])[CH2:16][C:15]2[N:14]=[C:13]([CH:21]3[CH2:26][CH2:25][O:24][CH2:23][CH2:22]3)[C:12]([CH:27]=[O:28])=[C:11]([C:29]3[CH2:30][CH2:31][O:32][CH2:33][CH:34]=3)[C:10]1=2)([C:4]([CH3:7])([CH3:6])[CH3:5])([CH3:3])[CH3:2].Br[C:36]1[CH:37]=[CH:38][C:39]([C:42]([F:45])([F:44])[F:43])=[N:40][CH:41]=1, predict the reaction product. The product is: [Si:1]([O:8][C@H:9]1[CH2:18][C:17]([CH3:20])([CH3:19])[CH2:16][C:15]2[N:14]=[C:13]([CH:21]3[CH2:22][CH2:23][O:24][CH2:25][CH2:26]3)[C:12]([C@H:27]([C:36]3[CH:41]=[N:40][C:39]([C:42]([F:45])([F:44])[F:43])=[CH:38][CH:37]=3)[OH:28])=[C:11]([C:29]3[CH2:30][CH2:31][O:32][CH2:33][CH:34]=3)[C:10]1=2)([C:4]([CH3:5])([CH3:6])[CH3:7])([CH3:3])[CH3:2]. (3) The product is: [Br:12][C:13]1[CH:14]=[C:15]([S:19]([NH:7][CH2:8][CH2:9][CH2:10][OH:11])(=[O:21])=[O:20])[CH:16]=[CH:17][CH:18]=1. Given the reactants N1C=CC=CC=1.[NH2:7][CH2:8][CH2:9][CH2:10][OH:11].[Br:12][C:13]1[CH:14]=[C:15]([S:19](Cl)(=[O:21])=[O:20])[CH:16]=[CH:17][CH:18]=1, predict the reaction product. (4) Given the reactants [Cl:1][C:2]1[C:3]([CH:18]([S:27]([C:30]2[CH:35]=[CH:34][C:33]([Cl:36])=[CH:32][CH:31]=2)(=[O:29])=[O:28])[C:19]2[CH:24]=[C:23]([F:25])[CH:22]=[CH:21][C:20]=2[F:26])=[CH:4][C:5]([NH:8][CH2:9][CH2:10][N+:11]2([O-])[CH2:16][CH2:15][O:14][CH2:13][CH2:12]2)=[N:6][CH:7]=1.C(=O)([O-])[O-].[K+].[K+], predict the reaction product. The product is: [Cl:1][C:2]1[C:3]([CH:18]([S:27]([C:30]2[CH:31]=[CH:32][C:33]([Cl:36])=[CH:34][CH:35]=2)(=[O:28])=[O:29])[C:19]2[CH:24]=[C:23]([F:25])[CH:22]=[CH:21][C:20]=2[F:26])=[CH:4][C:5]([NH:8][CH2:9][CH2:10][N:11]2[CH2:16][CH2:15][O:14][CH2:13][CH2:12]2)=[N:6][CH:7]=1.